From a dataset of Forward reaction prediction with 1.9M reactions from USPTO patents (1976-2016). Predict the product of the given reaction. (1) Given the reactants [H-].[Na+].[N+:3]([C:6]1[CH:7]=[N:8][N:9]2[CH2:13][CH2:12][NH:11][C:10]=12)([O-:5])=[O:4].S(O[CH2:25][CH2:26][CH:27]1[CH2:32][CH2:31][N:30]([C:33]([O:35][C:36]([CH3:39])([CH3:38])[CH3:37])=[O:34])[CH2:29][CH2:28]1)(C1C=CC(C)=CC=1)(=O)=O.O, predict the reaction product. The product is: [N+:3]([C:6]1[CH:7]=[N:8][N:9]2[CH2:13][CH2:12][N:11]([CH2:25][CH2:26][CH:27]3[CH2:28][CH2:29][N:30]([C:33]([O:35][C:36]([CH3:37])([CH3:39])[CH3:38])=[O:34])[CH2:31][CH2:32]3)[C:10]=12)([O-:5])=[O:4]. (2) Given the reactants [CH3:1][O:2][C:3]([NH:5][C@@H:6]([CH:10]([C:17]1[CH:22]=[CH:21][CH:20]=[CH:19][CH:18]=1)[C:11]1[CH:16]=[CH:15][CH:14]=[CH:13][CH:12]=1)[C:7](O)=[O:8])=[O:4].CCN=C=NCCCN(C)C.C1C=CC2N(O)N=NC=2C=1.C([O:46][P:47](=[O:74])([O:71]CC)[O:48][CH2:49][C@@H:50]([N:56]([S:61]([C:64]1[CH:69]=[CH:68][C:67]([NH2:70])=[CH:66][CH:65]=1)(=[O:63])=[O:62])[CH2:57][CH:58]([CH3:60])[CH3:59])[CH2:51][CH2:52][CH2:53][CH2:54][NH2:55])C, predict the reaction product. The product is: [CH3:1][O:2][C:3](=[O:4])[NH:5][C@H:6]([C:7](=[O:8])[NH:55][CH2:54][CH2:53][CH2:52][CH2:51][C@H:50]([N:56]([S:61]([C:64]1[CH:65]=[CH:66][C:67]([NH2:70])=[CH:68][CH:69]=1)(=[O:62])=[O:63])[CH2:57][CH:58]([CH3:60])[CH3:59])[CH2:49][O:48][P:47]([OH:71])([OH:46])=[O:74])[CH:10]([C:17]1[CH:22]=[CH:21][CH:20]=[CH:19][CH:18]=1)[C:11]1[CH:16]=[CH:15][CH:14]=[CH:13][CH:12]=1. (3) Given the reactants [CH:1]1[C:13]2[CH:12]([CH2:14][O:15][C:16](=[O:34])[NH:17][CH:18]([CH:28]3[CH2:33][CH2:32][NH:31][CH2:30][CH2:29]3)[CH2:19][C:20]3[CH:25]=[C:24]([F:26])[CH:23]=[CH:22][C:21]=3[F:27])[C:11]3[C:6](=[CH:7][CH:8]=[CH:9][CH:10]=3)[C:5]=2[CH:4]=[CH:3][CH:2]=1.C(N(C(C)C)CC)(C)C.[N:44]1[CH:49]=[CH:48][CH:47]=[N:46][C:45]=1[C:50](O)=[O:51].CN1CCOCC1, predict the reaction product. The product is: [CH:10]1[C:11]2[CH:12]([CH2:14][O:15][C:16](=[O:34])[NH:17][CH:18]([CH:28]3[CH2:33][CH2:32][N:31]([C:50]([C:45]4[N:46]=[CH:47][CH:48]=[CH:49][N:44]=4)=[O:51])[CH2:30][CH2:29]3)[CH2:19][C:20]3[CH:25]=[C:24]([F:26])[CH:23]=[CH:22][C:21]=3[F:27])[C:13]3[C:5](=[CH:4][CH:3]=[CH:2][CH:1]=3)[C:6]=2[CH:7]=[CH:8][CH:9]=1. (4) Given the reactants C(OC(N1CC[CH:10]([N:13]([CH2:18][C:19]2[CH:24]=[CH:23][CH:22]=[C:21]([C:25]3[CH:30]=[CH:29][N:28]=[C:27]([NH:31][CH2:32][CH2:33][C:34]4[CH:39]=[CH:38][C:37]([OH:40])=[CH:36][CH:35]=4)[N:26]=3)[CH:20]=2)[S:14]([CH3:17])(=[O:16])=[O:15])[CH2:9]1)=O)(C)(C)C.CS([Cl:45])(=O)=O, predict the reaction product. The product is: [Cl:45][C:36]1[CH:35]=[C:34]([CH2:33][CH2:32][NH:31][C:27]2[N:26]=[C:25]([C:21]3[CH:20]=[C:19]([CH:24]=[CH:23][CH:22]=3)[CH2:18][N:13]([CH2:10][CH3:9])[S:14]([CH3:17])(=[O:16])=[O:15])[CH:30]=[CH:29][N:28]=2)[CH:39]=[CH:38][C:37]=1[OH:40]. (5) Given the reactants [NH2:1][C:2]1[C:10]2[N:9]=[C:8]([CH2:11][O:12][CH3:13])[N:7]([CH3:14])[C:6]=2[CH:5]=[C:4]([Br:15])[CH:3]=1.[CH3:16][C:17]1[CH:24]=[CH:23][CH:22]=[C:21]([CH3:25])[C:18]=1[CH2:19]Cl.C(=O)([O-])[O-].[K+].[K+].[I-].[K+], predict the reaction product. The product is: [Br:15][C:4]1[CH:3]=[C:2]([NH:1][CH2:19][C:18]2[C:21]([CH3:25])=[CH:22][CH:23]=[CH:24][C:17]=2[CH3:16])[C:10]2[N:9]=[C:8]([CH2:11][O:12][CH3:13])[N:7]([CH3:14])[C:6]=2[CH:5]=1. (6) The product is: [CH3:13][CH2:14][CH2:7][CH:8]([CH3:11])[CH3:9].[C:23]([O:16][CH2:15][CH3:13])(=[O:3])[CH3:24]. Given the reactants CS(Cl)(=O)=[O:3].Cl[C:7]1[CH:14]=[C:13]([CH2:15][OH:16])C=[C:11](Cl)[C:8]=1[CH:9]=O.C(N([CH2:23][CH3:24])CC)C, predict the reaction product.